Dataset: NCI-60 drug combinations with 297,098 pairs across 59 cell lines. Task: Regression. Given two drug SMILES strings and cell line genomic features, predict the synergy score measuring deviation from expected non-interaction effect. (1) Drug 1: CCC1=CC2CC(C3=C(CN(C2)C1)C4=CC=CC=C4N3)(C5=C(C=C6C(=C5)C78CCN9C7C(C=CC9)(C(C(C8N6C)(C(=O)OC)O)OC(=O)C)CC)OC)C(=O)OC.C(C(C(=O)O)O)(C(=O)O)O. Drug 2: CC1C(C(CC(O1)OC2CC(OC(C2O)C)OC3=CC4=CC5=C(C(=O)C(C(C5)C(C(=O)C(C(C)O)O)OC)OC6CC(C(C(O6)C)O)OC7CC(C(C(O7)C)O)OC8CC(C(C(O8)C)O)(C)O)C(=C4C(=C3C)O)O)O)O. Cell line: OVCAR3. Synergy scores: CSS=65.2, Synergy_ZIP=-0.578, Synergy_Bliss=0.568, Synergy_Loewe=-5.30, Synergy_HSA=1.34. (2) Cell line: OVCAR3. Drug 2: C1CCC(C(C1)N)N.C(=O)(C(=O)[O-])[O-].[Pt+4]. Synergy scores: CSS=14.8, Synergy_ZIP=-10.9, Synergy_Bliss=-7.66, Synergy_Loewe=-26.7, Synergy_HSA=-5.02. Drug 1: CC1CCC2CC(C(=CC=CC=CC(CC(C(=O)C(C(C(=CC(C(=O)CC(OC(=O)C3CCCCN3C(=O)C(=O)C1(O2)O)C(C)CC4CCC(C(C4)OC)OCCO)C)C)O)OC)C)C)C)OC.